From a dataset of Reaction yield outcomes from USPTO patents with 853,638 reactions. Predict the reaction yield, written as a fraction of the theoretical maximum amount of product (1.0 means a 100% yield; for example, 0.34 means a 34% yield). (1) The reactants are [CH3:1][O:2][CH:3]([O:15][CH3:16])[C:4]1[CH:9]=[CH:8][C:7]([CH2:10][CH3:11])=[C:6]([N+:12]([O-])=O)[CH:5]=1. The catalyst is CO.[Pt](=O)=O. The product is [CH3:1][O:2][CH:3]([O:15][CH3:16])[C:4]1[CH:9]=[CH:8][C:7]([CH2:10][CH3:11])=[C:6]([CH:5]=1)[NH2:12]. The yield is 0.920. (2) The reactants are [C:1]([NH:4][CH2:5][CH2:6][CH:7]1[C:15]2[C:10](=[CH:11][CH:12]=[C:13]([NH:17][C:18](=[O:31])[CH2:19][CH2:20][CH:21]([O:23]CC3C=CC=CC=3)[CH3:22])[C:14]=2O)[CH2:9][CH2:8]1)(=[O:3])[CH3:2].[C:32]1([CH3:42])[CH:37]=[CH:36][C:35](S([O-])(=O)=O)=[CH:34][CH:33]=1.[NH+]1C=CC=CC=1. The catalyst is C1(C)C(C)=CC=CC=1. The product is [CH2:42]([O:23][CH:21]([CH3:22])[CH2:20][CH2:19][C:18]1[O:31][C:14]2[C:15]3[CH:7]([CH2:6][CH2:5][NH:4][C:1](=[O:3])[CH3:2])[CH2:8][CH2:9][C:10]=3[CH:11]=[CH:12][C:13]=2[N:17]=1)[C:32]1[CH:37]=[CH:36][CH:35]=[CH:34][CH:33]=1. The yield is 0.810.